From a dataset of Catalyst prediction with 721,799 reactions and 888 catalyst types from USPTO. Predict which catalyst facilitates the given reaction. Reactant: [CH2:1]([OH:66])[C@H:2]1[O:7][C@@H:6]2[O:8][C@H:9]3[C@H:14]([OH:15])[C@@H:13]([OH:16])[C@@H:12]([O:17][C@H:18]4[C@H:23]([OH:24])[C@@H:22]([OH:25])[C@@H:21]([O:26][C@H:27]5[C@H:32]([OH:33])[C@@H:31]([OH:34])[C@@H:30]([O:35][C@H:36]6[C@H:41]([OH:42])[C@@H:40]([OH:43])[C@@H:39]([O:44][C@H:45]7[C@H:51]([OH:52])[C@@H:50]([OH:53])[C@@H:48]([O:49][C@H:3]1[C@H:4]([OH:65])[C@H:5]2[OH:64])[O:47][C@@H:46]7[CH2:54][OH:55])[O:38][C@@H:37]6[CH2:56][OH:57])[O:29][C@@H:28]5[CH2:58][OH:59])[O:20][C@@H:19]4[CH2:60][OH:61])[O:11][C@@H:10]3[CH2:62][OH:63].O. Product: [CH2:56]([OH:57])[C@H:37]1[O:38][C@@H:39]2[O:44][C@H:45]3[C@H:51]([OH:52])[C@@H:50]([OH:53])[C@@H:48]([O:49][C@H:3]4[C@H:4]([OH:65])[C@@H:5]([OH:64])[C@@H:6]([O:8][C@H:9]5[C@H:14]([OH:15])[C@@H:13]([OH:16])[C@@H:12]([O:17][C@H:18]6[C@H:23]([OH:24])[C@@H:22]([OH:25])[C@@H:21]([O:26][C@H:27]7[C@H:32]([OH:33])[C@@H:31]([OH:34])[C@@H:30]([O:35][C@H:36]1[C@H:41]([OH:42])[C@H:40]2[OH:43])[O:29][C@@H:28]7[CH2:58][OH:59])[O:20][C@@H:19]6[CH2:60][OH:61])[O:11][C@@H:10]5[CH2:62][OH:63])[O:7][C@@H:2]4[CH2:1][OH:66])[O:47][C@@H:46]3[CH2:54][OH:55]. The catalyst class is: 6.